Dataset: Catalyst prediction with 721,799 reactions and 888 catalyst types from USPTO. Task: Predict which catalyst facilitates the given reaction. (1) Reactant: [CH3:1][O:2][C:3]1[CH:8]=[CH:7][C:6]([NH2:9])=[CH:5][CH:4]=1.C(N(CC)CC)C.[C:17](O)(=[O:24])[C:18]1[CH:23]=[CH:22][N:21]=[CH:20][CH:19]=1.CCCP1(OP(CCC)(=O)OP(CCC)(=O)O1)=O. Product: [CH3:1][O:2][C:3]1[CH:8]=[CH:7][C:6]([NH:9][C:17](=[O:24])[C:18]2[CH:23]=[CH:22][N:21]=[CH:20][CH:19]=2)=[CH:5][CH:4]=1. The catalyst class is: 13. (2) Reactant: [CH:1]1([C:4]2[CH:9]=[CH:8][N:7]=[CH:6][CH:5]=2)[CH2:3][CH2:2]1.C[N:11](C)C1C=CC=CC=1. Product: [CH:1]1([C:4]2[CH:9]=[CH:8][N:7]=[C:6]([NH2:11])[CH:5]=2)[CH2:3][CH2:2]1. The catalyst class is: 727. (3) The catalyst class is: 7. Product: [CH:1]([NH:4][C:5]1[C:6]2[CH:17]=[C:16]([C:18]([F:21])([F:19])[F:20])[CH:15]=[CH:14][C:7]=2[S:8][C:9]=1[C:10]([O:12][CH3:13])=[O:11])=[O:2]. Reactant: [CH:1](O)=[O:2].[NH2:4][C:5]1[C:6]2[CH:17]=[C:16]([C:18]([F:21])([F:20])[F:19])[CH:15]=[CH:14][C:7]=2[S:8][C:9]=1[C:10]([O:12][CH3:13])=[O:11]. (4) Reactant: C[NH3+].F[P-](F)(F)(F)(F)F.[N:10]1(OC(N(C)C)=[N+](C)C)C2N=CC=CC=2N=N1.F[P-](F)(F)(F)(F)F.[CH2:34]([O:41][CH2:42][C@H:43]1[CH2:52][C@@:51]23[CH2:53][CH2:54][C@:44]1([O:69][CH3:70])[C@@H:45]1[O:62][C:60]4=[C:61]5[C@@:46]12[CH2:47][CH2:48][N:49]([CH2:65][C:66](O)=[O:67])[C@@H:50]3[CH2:55][C:56]5=[CH:57][CH:58]=[C:59]4[O:63][CH3:64])[C:35]1[CH:40]=[CH:39][CH:38]=[CH:37][CH:36]=1.CCN(C(C)C)C(C)C.[Cl-].[NH4+]. Product: [CH2:34]([O:41][CH2:42][C@H:43]1[CH2:52][C@@:51]23[CH2:53][CH2:54][C@:44]1([O:69][CH3:70])[C@@H:45]1[O:62][C:60]4=[C:61]5[C@@:46]12[CH2:47][CH2:48][N:49]([CH2:65][C:66]([NH2:10])=[O:67])[C@@H:50]3[CH2:55][C:56]5=[CH:57][CH:58]=[C:59]4[O:63][CH3:64])[C:35]1[CH:40]=[CH:39][CH:38]=[CH:37][CH:36]=1. The catalyst class is: 2. (5) Reactant: O.[NH2:2][NH2:3].C[O:5][C:6]([C:8]([NH:10][C:11]1[CH:16]=[CH:15][C:14]([C@H:17]2[CH2:22][CH2:21][C@H:20]([CH2:23][C:24]([O:26][CH3:27])=[O:25])[CH2:19][CH2:18]2)=[CH:13][C:12]=1[N+:28]([O-:30])=[O:29])=[O:9])=O. Product: [NH:2]([C:6](=[O:5])[C:8]([NH:10][C:11]1[CH:16]=[CH:15][C:14]([C@H:17]2[CH2:22][CH2:21][C@H:20]([CH2:23][C:24]([O:26][CH3:27])=[O:25])[CH2:19][CH2:18]2)=[CH:13][C:12]=1[N+:28]([O-:30])=[O:29])=[O:9])[NH2:3]. The catalyst class is: 14. (6) Reactant: [CH3:1][N:2]([CH:4]([CH:7]1[CH2:16][CH2:15][C:10]2([O:14][CH2:13][CH2:12][O:11]2)[CH2:9][CH2:8]1)[C:5]#N)[CH3:3].[C:17]1([Mg]Cl)[CH:22]=[CH:21]C=[CH:19][CH:18]=1.[Cl-].[NH4+].O. The catalyst class is: 1. Product: [O:14]1[C:10]2([CH2:15][CH2:16][CH:7]([CH:4]([N:2]([CH3:3])[CH3:1])[C:5]3[CH:21]=[CH:22][CH:17]=[CH:18][CH:19]=3)[CH2:8][CH2:9]2)[O:11][CH2:12][CH2:13]1.